This data is from Reaction yield outcomes from USPTO patents with 853,638 reactions. The task is: Predict the reaction yield, written as a fraction of the theoretical maximum amount of product (1.0 means a 100% yield; for example, 0.34 means a 34% yield). (1) The reactants are [NH2:1][CH:2]([CH2:12][C:13]1[CH:18]=[CH:17][C:16]([O:19][CH3:20])=[CH:15][CH:14]=1)[CH:3]([C:5]1[CH:10]=[CH:9][C:8]([F:11])=[CH:7][CH:6]=1)[OH:4].[C:21]1([CH2:27][CH2:28][CH2:29][C:30](O)=[O:31])[CH:26]=[CH:25][CH:24]=[CH:23][CH:22]=1.Cl.C(N=C=NCCCN(C)C)C.ON1C2C=CC=CC=2N=N1. The catalyst is C(#N)C.O. The product is [F:11][C:8]1[CH:7]=[CH:6][C:5]([CH:3]([OH:4])[CH:2]([NH:1][C:30](=[O:31])[CH2:29][CH2:28][CH2:27][C:21]2[CH:26]=[CH:25][CH:24]=[CH:23][CH:22]=2)[CH2:12][C:13]2[CH:14]=[CH:15][C:16]([O:19][CH3:20])=[CH:17][CH:18]=2)=[CH:10][CH:9]=1. The yield is 0.830. (2) The reactants are [O:1]=[C:2]1[C:10](=O)[C:9]2[C:4](=[CH:5][CH:6]=[CH:7][CH:8]=2)[N:3]1[CH2:12][C:13]1[O:17][C:16]([C:18]([O:20][CH2:21][CH3:22])=[O:19])=[CH:15][CH:14]=1.[F:23][C:24]([F:33])([F:32])[C:25]1[CH:26]=[C:27]([CH:29]=[CH:30][CH:31]=1)[NH2:28]. The catalyst is C(Cl)(Cl)Cl. The product is [O:1]=[C:2]1[N:3]([CH2:12][C:13]2[O:17][C:16]([C:18]([O:20][CH2:21][CH3:22])=[O:19])=[CH:15][CH:14]=2)[C:4]2[C:9](/[C:10]/1=[N:28]/[C:27]1[CH:29]=[CH:30][CH:31]=[C:25]([C:24]([F:23])([F:32])[F:33])[CH:26]=1)=[CH:8][CH:7]=[CH:6][CH:5]=2. The yield is 0.230. (3) The reactants are COC1C=C(OC)C=CC=1C[N:6]1[CH2:14][C:13]2[C:12]([F:15])=[C:11]([NH:16][C@H:17]([CH2:21][CH:22]([CH3:24])[CH3:23])[C:18]([NH2:20])=[O:19])[N:10]=[C:9]([C:25]3[CH:26]=[N:27][N:28]([CH3:30])[CH:29]=3)[C:8]=2[C:7]1=[O:31]. The catalyst is C(O)(C(F)(F)F)=O. The product is [F:15][C:12]1[C:13]2[CH2:14][NH:6][C:7](=[O:31])[C:8]=2[C:9]([C:25]2[CH:26]=[N:27][N:28]([CH3:30])[CH:29]=2)=[N:10][C:11]=1[NH:16][C@H:17]([CH2:21][CH:22]([CH3:24])[CH3:23])[C:18]([NH2:20])=[O:19]. The yield is 0.460.